Dataset: Forward reaction prediction with 1.9M reactions from USPTO patents (1976-2016). Task: Predict the product of the given reaction. (1) Given the reactants C(OC([N:8]1[C@H:12]([CH2:13][CH2:14][C:15]2[CH:20]=[CH:19][C:18]([F:21])=[CH:17][CH:16]=2)[CH2:11][O:10]C1(C)C)=O)(C)(C)C.Cl, predict the reaction product. The product is: [NH2:8][C@H:12]([CH2:13][CH2:14][C:15]1[CH:16]=[CH:17][C:18]([F:21])=[CH:19][CH:20]=1)[CH2:11][OH:10]. (2) Given the reactants C[O:2][C:3](=[O:24])[CH2:4][CH2:5][C:6]1[CH:11]=[CH:10][C:9]([O:12][CH2:13][CH2:14][C@@H:15]([O:18]S(C)(=O)=O)[CH2:16][CH3:17])=[CH:8][C:7]=1[CH3:23].[Cl:25][C:26]1[CH:31]=[CH:30][C:29](O)=[C:28]([O:33][C:34]2[CH:39]=[CH:38][CH:37]=[CH:36][CH:35]=2)[CH:27]=1.C(=O)([O-])[O-].[Cs+].[Cs+].[OH-].[Na+], predict the reaction product. The product is: [Cl:25][C:26]1[CH:31]=[CH:30][C:29]([O:18][C@H:15]([CH2:16][CH3:17])[CH2:14][CH2:13][O:12][C:9]2[CH:10]=[CH:11][C:6]([CH2:5][CH2:4][C:3]([OH:2])=[O:24])=[C:7]([CH3:23])[CH:8]=2)=[C:28]([O:33][C:34]2[CH:35]=[CH:36][CH:37]=[CH:38][CH:39]=2)[CH:27]=1. (3) Given the reactants [F:1][C:2]1[CH:10]=[CH:9][CH:8]=[C:7]2[C:3]=1[CH2:4][CH2:5][NH:6]2.[CH3:11][C:12]([O:15][C:16](O[C:16]([O:15][C:12]([CH3:14])([CH3:13])[CH3:11])=[O:17])=[O:17])([CH3:14])[CH3:13].CCN(C(C)C)C(C)C, predict the reaction product. The product is: [F:1][C:2]1[CH:10]=[CH:9][CH:8]=[C:7]2[C:3]=1[CH2:4][CH2:5][N:6]2[C:16]([O:15][C:12]([CH3:14])([CH3:13])[CH3:11])=[O:17]. (4) The product is: [CH2:1]([O:8][C:9]1[CH:10]=[C:11]([CH:19]([CH3:23])[C:20]([Cl:27])=[O:21])[CH:12]=[C:13]([C:15]([F:18])([F:17])[F:16])[CH:14]=1)[C:2]1[CH:7]=[CH:6][CH:5]=[CH:4][CH:3]=1. Given the reactants [CH2:1]([O:8][C:9]1[CH:10]=[C:11]([CH:19]([CH3:23])[C:20](O)=[O:21])[CH:12]=[C:13]([C:15]([F:18])([F:17])[F:16])[CH:14]=1)[C:2]1[CH:7]=[CH:6][CH:5]=[CH:4][CH:3]=1.C(Cl)(=O)C([Cl:27])=O, predict the reaction product. (5) Given the reactants [N:1]1[CH:6]=[CH:5][C:4]([C:7]2[S:8][CH:9]=[C:10]([C:12]3[C:13](=[O:24])[NH:14][C:15]4[C:20]([CH:21]=3)=[CH:19][CH:18]=[C:17]([CH:22]=O)[CH:16]=4)[N:11]=2)=[CH:3][CH:2]=1.[OH:25][CH:26]1[CH2:31][CH2:30][NH:29][CH2:28][CH2:27]1, predict the reaction product. The product is: [OH:25][CH:26]1[CH2:31][CH2:30][N:29]([CH2:22][C:17]2[CH:16]=[C:15]3[C:20]([CH:21]=[C:12]([C:10]4[N:11]=[C:7]([C:4]5[CH:3]=[CH:2][N:1]=[CH:6][CH:5]=5)[S:8][CH:9]=4)[C:13](=[O:24])[NH:14]3)=[CH:19][CH:18]=2)[CH2:28][CH2:27]1.